From a dataset of Reaction yield outcomes from USPTO patents with 853,638 reactions. Predict the reaction yield, written as a fraction of the theoretical maximum amount of product (1.0 means a 100% yield; for example, 0.34 means a 34% yield). (1) The reactants are [Cl:1][C:2]1[CH:3]=[CH:4][C:5](I)=[C:6]([CH:28]=1)[C:7]([N:9]1[CH2:14][CH2:13][CH2:12][C@@H:11]([CH3:15])[C@H:10]1[CH2:16][N:17]1[C:25](=[O:26])[C:24]2[C:19](=[CH:20][CH:21]=[CH:22][CH:23]=2)[C:18]1=[O:27])=[O:8].C([Sn](CCCC)(CCCC)[C:35]1[N:40]=[CH:39][CH:38]=[CH:37][N:36]=1)CCC.[F-].[Cs+]. The catalyst is CN(C=O)C.[Cu]I.C1C=CC([P]([Pd]([P](C2C=CC=CC=2)(C2C=CC=CC=2)C2C=CC=CC=2)([P](C2C=CC=CC=2)(C2C=CC=CC=2)C2C=CC=CC=2)[P](C2C=CC=CC=2)(C2C=CC=CC=2)C2C=CC=CC=2)(C2C=CC=CC=2)C2C=CC=CC=2)=CC=1. The product is [Cl:1][C:2]1[CH:3]=[CH:4][C:5]([C:35]2[N:40]=[CH:39][CH:38]=[CH:37][N:36]=2)=[C:6]([CH:28]=1)[C:7]([N:9]1[CH2:14][CH2:13][CH2:12][C@@H:11]([CH3:15])[C@H:10]1[CH2:16][N:17]1[C:25](=[O:26])[C:24]2[C:19](=[CH:20][CH:21]=[CH:22][CH:23]=2)[C:18]1=[O:27])=[O:8]. The yield is 0.670. (2) The reactants are [N:1]1([C:7]2[CH:8]=[CH:9][C:10]3[CH2:11][N:12]([C:18]([O:20][C:21]([CH3:24])([CH3:23])[CH3:22])=[O:19])[CH2:13][CH2:14][O:15][C:16]=3[N:17]=2)[CH2:6][CH2:5][NH:4][CH2:3][CH2:2]1.C(=O)([O-])[O-].[K+].[K+].CN(C=O)C.[CH2:36](Br)[C:37]1[CH:42]=[CH:41][CH:40]=[CH:39][CH:38]=1. The catalyst is O.C(OCC)(=O)C. The product is [CH2:36]([N:4]1[CH2:5][CH2:6][N:1]([C:7]2[CH:8]=[CH:9][C:10]3[CH2:11][N:12]([C:18]([O:20][C:21]([CH3:24])([CH3:23])[CH3:22])=[O:19])[CH2:13][CH2:14][O:15][C:16]=3[N:17]=2)[CH2:2][CH2:3]1)[C:37]1[CH:42]=[CH:41][CH:40]=[CH:39][CH:38]=1. The yield is 0.680. (3) The reactants are [Br:1][C:2]1[S:10][C:9]2[C:4](=[N:5][CH:6]=[CH:7][C:8]=2Cl)[CH:3]=1.C(=O)([O-])[O-].[K+].[K+].[F:18][C:19]1[CH:24]=[C:23]([N+:25]([O-:27])=[O:26])[CH:22]=[CH:21][C:20]=1[OH:28]. The catalyst is C1(OC2C=CC=CC=2)C=CC=CC=1.C(Cl)Cl. The product is [Br:1][C:2]1[S:10][C:9]2[C:4](=[N:5][CH:6]=[CH:7][C:8]=2[O:28][C:20]2[CH:21]=[CH:22][C:23]([N+:25]([O-:27])=[O:26])=[CH:24][C:19]=2[F:18])[CH:3]=1. The yield is 0.710. (4) The reactants are [F:1][C:2]1[C:7]([F:8])=[CH:6][CH:5]=[CH:4][C:3]=1[C:9]1[CH:17]=[CH:16][CH:15]=[C:14]2[C:10]=1[CH:11]=[CH:12][NH:13]2.C([OH:20])C.C(O)(=O)C.[Br-].[Br-].[Br-].[NH+]1C=CC=CC=1.[NH+]1C=CC=CC=1.[NH+]1C=CC=CC=1. The catalyst is CC(O)(C)C.[Zn]. The product is [F:1][C:2]1[C:7]([F:8])=[CH:6][CH:5]=[CH:4][C:3]=1[C:9]1[CH:17]=[CH:16][CH:15]=[C:14]2[C:10]=1[CH2:11][C:12](=[O:20])[NH:13]2. The yield is 0.760. (5) The reactants are [CH2:1]([N:3]1[C:11]2[CH:10]=[C:9]([F:12])[CH:8]=[C:7]([OH:13])[C:6]=2[C:5]([CH2:14][CH2:15][OH:16])=[CH:4]1)[CH3:2].[C:17](=O)([O-])[O-].[K+].[K+].CI. The catalyst is CN(C=O)C. The product is [CH2:1]([N:3]1[C:11]2[C:6](=[C:7]([O:13][CH3:17])[CH:8]=[C:9]([F:12])[CH:10]=2)[C:5]([CH2:14][CH2:15][OH:16])=[CH:4]1)[CH3:2]. The yield is 0.900. (6) The reactants are [BH4-].[Na+].[O:3]=[C:4]([C:22]1[CH:27]=[CH:26][C:25]([O:28][C:29]2[CH:34]=[CH:33][CH:32]=[CH:31][CH:30]=2)=[CH:24][CH:23]=1)[CH:5]([CH2:11][C:12]1[CH:17]=[CH:16][C:15]([C:18]([F:21])([F:20])[F:19])=[CH:14][CH:13]=1)[C:6]([O:8][CH2:9][CH3:10])=[O:7].Cl.O. The catalyst is C(OCC)C.[Cl-].[Zn+2].[Cl-]. The yield is 1.00. The product is [OH:3][CH:4]([C:22]1[CH:23]=[CH:24][C:25]([O:28][C:29]2[CH:34]=[CH:33][CH:32]=[CH:31][CH:30]=2)=[CH:26][CH:27]=1)[CH:5]([CH2:11][C:12]1[CH:17]=[CH:16][C:15]([C:18]([F:20])([F:21])[F:19])=[CH:14][CH:13]=1)[C:6]([O:8][CH2:9][CH3:10])=[O:7]. (7) The reactants are [Cl:1][C:2]1[CH:7]=[CH:6][C:5]([NH:8][C:9]([O:11][C:12]([CH3:15])([CH3:14])[CH3:13])=[O:10])=[CH:4][C:3]=1[CH2:16][C:17]#N.CC(O)C.[OH-:23].[K+].[OH2:25]. No catalyst specified. The product is [Cl:1][C:2]1[CH:7]=[CH:6][C:5]([NH:8][C:9]([O:11][C:12]([CH3:15])([CH3:14])[CH3:13])=[O:10])=[CH:4][C:3]=1[CH2:16][C:17]([OH:25])=[O:23]. The yield is 0.500. (8) The reactants are C(OC(=O)[NH:7][CH:8]([C:10]1[O:11][C:12](=[N:21][C:22]2[CH:27]=[C:26]([F:28])[CH:25]=[C:24]([F:29])[CH:23]=2)[C:13]2[C:19]([Cl:20])=[CH:18][CH:17]=[CH:16][C:14]=2[N:15]=1)[CH3:9])(C)(C)C. The catalyst is N1CCCCC1.Cl.O1CCOCC1. The product is [NH2:7][CH:8]([C:10]1[N:21]([C:22]2[CH:27]=[C:26]([F:28])[CH:25]=[C:24]([F:29])[CH:23]=2)[C:12](=[O:11])[C:13]2[C:14](=[CH:16][CH:17]=[CH:18][C:19]=2[Cl:20])[N:15]=1)[CH3:9]. The yield is 0.980. (9) The reactants are [CH3:1][C:2]1[NH:7][C:6](=[O:8])[C:5]([C:9]#[N:10])=[C:4]([CH:11]([CH3:13])[CH3:12])[CH:3]=1.[ClH:14].N#N. The catalyst is CO.[OH-].[OH-].[Pd+2]. The product is [ClH:14].[NH2:10][CH2:9][C:5]1[C:6](=[O:8])[NH:7][C:2]([CH3:1])=[CH:3][C:4]=1[CH:11]([CH3:12])[CH3:13]. The yield is 1.00. (10) The reactants are [Cl-].C[Al+]C.[NH2:5][C:6]1[CH:11]=[CH:10][C:9]([CH3:12])=[CH:8][N:7]=1.C([O:15][C:16]([C:18]1[CH:19]=[C:20]([O:28][C:29]2[CH:34]=[CH:33][C:32]([S:35]([CH3:38])(=[O:37])=[O:36])=[CH:31][CH:30]=2)[C:21]2[CH:25]=[C:24]([CH3:26])[S:23][C:22]=2[CH:27]=1)=O)C. The catalyst is ClC(Cl)C. The product is [CH3:12][C:9]1[CH:10]=[CH:11][C:6]([NH:5][C:16]([C:18]2[CH:19]=[C:20]([O:28][C:29]3[CH:30]=[CH:31][C:32]([S:35]([CH3:38])(=[O:36])=[O:37])=[CH:33][CH:34]=3)[C:21]3[CH:25]=[C:24]([CH3:26])[S:23][C:22]=3[CH:27]=2)=[O:15])=[N:7][CH:8]=1. The yield is 0.680.